Task: Predict the reaction yield, written as a fraction of the theoretical maximum amount of product (1.0 means a 100% yield; for example, 0.34 means a 34% yield).. Dataset: Reaction yield outcomes from USPTO patents with 853,638 reactions (1) The reactants are [NH2:1][C:2]1[CH:7]=[CH:6][CH:5]=[CH:4][C:3]=1[C:8]1[NH:9][C:10]2[C:15]([CH:16]=1)=[CH:14][CH:13]=[CH:12][CH:11]=2.[OH:17][C:18]1[CH:23]=[CH:22][C:21]([CH2:24][C:25](O)=[O:26])=[CH:20][CH:19]=1.Cl.CN(CCCN=C=NCC)C. The catalyst is C(#N)C. The product is [OH:17][C:18]1[CH:23]=[CH:22][C:21]([CH2:24][C:25]([NH:1][C:2]2[CH:7]=[CH:6][CH:5]=[CH:4][C:3]=2[C:8]2[NH:9][C:10]3[C:15]([CH:16]=2)=[CH:14][CH:13]=[CH:12][CH:11]=3)=[O:26])=[CH:20][CH:19]=1. The yield is 0.750. (2) The reactants are C(N1C=CN=C1)(N1C=CN=C1)=O.[CH2:13]([O:20][C:21]([NH:23][CH:24]1[CH2:29][CH2:28][CH:27]([N:30]2[C:34]([CH3:35])=[C:33]([C:36](O)=[O:37])[CH:32]=[N:31]2)[CH2:26][CH2:25]1)=[O:22])[C:14]1[CH:19]=[CH:18][CH:17]=[CH:16][CH:15]=1.[CH2:39]([O:41][C:42](=[O:47])[CH2:43]C([O-])=O)[CH3:40].[CH2:39]([O:41][C:42](=[O:47])[CH2:43]C([O-])=O)[CH3:40].[Mg+2]. The catalyst is C1COCC1. The product is [CH2:39]([O:41][C:42](=[O:47])[CH2:43][C:36]([C:33]1[CH:32]=[N:31][N:30]([CH:27]2[CH2:26][CH2:25][CH:24]([NH:23][C:21]([O:20][CH2:13][C:14]3[CH:19]=[CH:18][CH:17]=[CH:16][CH:15]=3)=[O:22])[CH2:29][CH2:28]2)[C:34]=1[CH3:35])=[O:37])[CH3:40]. The yield is 0.590. (3) The reactants are [CH:1]1([CH2:4][N:5]2[CH:9]=[C:8]([CH:10]=[O:11])[N:7]=[CH:6]2)[CH2:3][CH2:2]1.C(=O)([O-])[O-].[K+].[K+].[F:18][C:19]([Si](C)(C)C)([F:21])[F:20]. The catalyst is CN(C)C=O. The product is [CH:1]1([CH2:4][N:5]2[CH:9]=[C:8]([CH:10]([OH:11])[C:19]([F:21])([F:20])[F:18])[N:7]=[CH:6]2)[CH2:2][CH2:3]1. The yield is 0.440.